This data is from Reaction yield outcomes from USPTO patents with 853,638 reactions. The task is: Predict the reaction yield, written as a fraction of the theoretical maximum amount of product (1.0 means a 100% yield; for example, 0.34 means a 34% yield). (1) The yield is 0.110. The reactants are [Cl:1][C:2]1[CH:7]=[CH:6][CH:5]=[CH:4][C:3]=1[C:8]1[O:12][C:11]([I:13])=[N:10][C:9]=1[C:14]1[N:18]=[CH:17][NH:16][N:15]=1.[CH3:19][Si:20]([CH2:23][CH2:24][O:25][CH2:26]Cl)([CH3:22])[CH3:21].[I-].[K+].[H-].[Na+]. The catalyst is CN(C=O)C.O. The product is [Cl:1][C:2]1[CH:7]=[CH:6][CH:5]=[CH:4][C:3]=1[C:8]1[O:12][C:11]([I:13])=[N:10][C:9]=1[C:14]1[N:18]([CH2:26][O:25][CH2:24][CH2:23][Si:20]([CH3:22])([CH3:21])[CH3:19])[CH:17]=[N:16][N:15]=1. (2) The reactants are [Br:1][C:2]1[CH:3]=[C:4]([NH2:9])[C:5]([Cl:8])=[N:6][CH:7]=1.C[Si]([N-][Si](C)(C)C)(C)C.[Na+].[CH3:20][O:21][C:22]1[CH:27]=[CH:26][C:25]([S:28](Cl)(=[O:30])=[O:29])=[CH:24][CH:23]=1.C(=O)(O)[O-].[Na+]. The catalyst is C1COCC1. The product is [Br:1][C:2]1[CH:3]=[C:4]([NH:9][S:28]([C:25]2[CH:24]=[CH:23][C:22]([O:21][CH3:20])=[CH:27][CH:26]=2)(=[O:30])=[O:29])[C:5]([Cl:8])=[N:6][CH:7]=1. The yield is 0.820. (3) The reactants are [NH2:1][C:2]1[CH:7]=[CH:6][C:5]([NH2:8])=[CH:4][C:3]=1[S:9]([NH2:12])(=[O:11])=[O:10].ClCCl.[CH3:16][S:17](Cl)(=[O:19])=[O:18]. The catalyst is N1C=CC=CC=1. The product is [NH2:1][C:2]1[CH:7]=[CH:6][C:5]([NH:8][S:17]([CH3:16])(=[O:19])=[O:18])=[CH:4][C:3]=1[S:9]([NH2:12])(=[O:10])=[O:11]. The yield is 0.680. (4) The reactants are ClS(O)(=O)=O.[N+:6]([C:9]1[CH:25]=[CH:24][C:12]([O:13]/[C:14](=[CH:19]\[C:20]([O:22]C)=O)/[C:15]([O:17][CH3:18])=[O:16])=[CH:11][CH:10]=1)([O-:8])=[O:7].[N+](C1C=CC(O/C(=C/C(OC)=O)/C(OC)=O)=CC=1)([O-])=O. No catalyst specified. The product is [N+:6]([C:9]1[CH:10]=[CH:11][C:12]2[O:13][C:14]([C:15]([O:17][CH3:18])=[O:16])=[CH:19][C:20](=[O:22])[C:24]=2[CH:25]=1)([O-:8])=[O:7]. The yield is 0.950.